Dataset: Forward reaction prediction with 1.9M reactions from USPTO patents (1976-2016). Task: Predict the product of the given reaction. Given the reactants [OH:1][C:2]1[C:3]2[N:4]([C:15]([CH3:19])=[C:16]([CH3:18])[N:17]=2)[CH:5]=[C:6]([N:8]2[CH:13]=[CH:12][CH:11]=[CH:10][C:9]2=[O:14])[CH:7]=1.Br[CH2:21][C:22]1[CH:27]=[CH:26][CH:25]=[CH:24][C:23]=1[CH2:28][CH3:29].C(=O)([O-])[O-].[K+].[K+], predict the reaction product. The product is: [CH2:28]([C:23]1[CH:24]=[CH:25][CH:26]=[CH:27][C:22]=1[CH2:21][O:1][C:2]1[C:3]2[N:4]([C:15]([CH3:19])=[C:16]([CH3:18])[N:17]=2)[CH:5]=[C:6]([N:8]2[CH:13]=[CH:12][CH:11]=[CH:10][C:9]2=[O:14])[CH:7]=1)[CH3:29].